Dataset: Catalyst prediction with 721,799 reactions and 888 catalyst types from USPTO. Task: Predict which catalyst facilitates the given reaction. (1) Reactant: C(O[BH-](OC(=O)C)OC(=O)C)(=O)C.[Na+].[C:15]([O:19][C:20](=[O:27])[NH:21][C:22]([CH3:26])([CH3:25])[CH:23]=O)([CH3:18])([CH3:17])[CH3:16].[F:28][C:29]1[CH:35]=[CH:34][CH:33]=[C:32]([F:36])[C:30]=1[NH2:31].C(O)(=O)C.C(=O)(O)[O-].[Na+]. Product: [C:15]([O:19][C:20](=[O:27])[NH:21][C:22]([CH3:26])([CH3:25])[CH2:23][NH:31][C:30]1[C:29]([F:28])=[CH:35][CH:34]=[CH:33][C:32]=1[F:36])([CH3:18])([CH3:17])[CH3:16]. The catalyst class is: 2. (2) Reactant: Br[C:2]1[C:3]([O:17][CH3:18])=[C:4]([C:13]([O:15][CH3:16])=[O:14])[C:5]2[NH:6][C:7](=[O:12])[CH:8]=[N:9][C:10]=2[CH:11]=1.[F:19][C:20]1[CH:21]=[C:22](B(O)O)[CH:23]=[CH:24][CH:25]=1.C(=O)([O-])[O-].[K+].[K+]. Product: [F:19][C:20]1[CH:25]=[C:24]([C:2]2[C:3]([O:17][CH3:18])=[C:4]([C:13]([O:15][CH3:16])=[O:14])[C:5]3[NH:6][C:7](=[O:12])[CH:8]=[N:9][C:10]=3[CH:11]=2)[CH:23]=[CH:22][CH:21]=1. The catalyst class is: 77. (3) Reactant: [Cl:1][CH2:2][C:3]([C:5]1[S:6][CH:7]=[C:8]([CH3:10])[N:9]=1)=[O:4].C(O)=O.C(N(CC)CC)C.CO. Product: [Cl:1][CH2:2][C@@H:3]([C:5]1[S:6][CH:7]=[C:8]([CH3:10])[N:9]=1)[OH:4]. The catalyst class is: 3. (4) Reactant: Cl.[NH2:2][CH2:3][C@H:4]1[CH2:13][CH2:12][C:11]2[C:6](=[CH:7][CH:8]=[C:9]([O:14][C:15]3[CH:25]=[CH:24][CH:23]=[CH:22][C:16]=3[C:17]([O:19][CH2:20][CH3:21])=[O:18])[CH:10]=2)[O:5]1.CCN(CC)CC.[O:33]1[CH2:35][C@H:34]1[CH2:36][O:37][C:38]1[C:50]2[C:49]3[C:44](=[CH:45][CH:46]=[CH:47][CH:48]=3)[NH:43][C:42]=2[CH:41]=[CH:40][CH:39]=1.C([O-])([O-])=O.[K+].[K+]. Product: [CH:41]1[C:42]2[NH:43][C:44]3[C:49](=[CH:48][CH:47]=[CH:46][CH:45]=3)[C:50]=2[C:38]([O:37][CH2:36][C@@H:34]([OH:33])[CH2:35][NH:2][CH2:3][C@H:4]2[CH2:13][CH2:12][C:11]3[C:6](=[CH:7][CH:8]=[C:9]([O:14][C:15]4[CH:25]=[CH:24][CH:23]=[CH:22][C:16]=4[C:17]([O:19][CH2:20][CH3:21])=[O:18])[CH:10]=3)[O:5]2)=[CH:39][CH:40]=1. The catalyst class is: 12. (5) Reactant: F[C:2]1[CH:3]=[CH:4][C:5]([N+:9]([O-:11])=[O:10])=[C:6]([CH3:8])[CH:7]=1.[F:12][C:13]([F:28])([F:27])[C:14]1[CH:19]=[CH:18][C:17](N2C=CC=CC2=O)=[CH:16][CH:15]=1.[C:29]([O-:32])([O-])=O.[Cs+].[Cs+].O. Product: [CH3:8][C:6]1[CH:7]=[C:2]([N:9]2[CH:5]=[CH:4][C:3]([C:17]3[CH:16]=[CH:15][C:14]([C:13]([F:12])([F:27])[F:28])=[CH:19][CH:18]=3)=[CH:2][C:29]2=[O:32])[CH:3]=[CH:4][C:5]=1[N+:9]([O-:11])=[O:10]. The catalyst class is: 3. (6) Reactant: [CH2:1]([C:3]1[C:8]([C:9]2[CH:10]=[N:11][C:12]([C:15]3[CH:20]=[CH:19][C:18]([O:21][CH:22]([CH3:24])[CH3:23])=[C:17]([C:25]([F:28])([F:27])[F:26])[CH:16]=3)=[N:13][CH:14]=2)=[CH:7][CH:6]=[CH:5][C:4]=1[CH2:29][NH:30][CH2:31][CH2:32][C:33]([O:35]CC)=[O:34])[CH3:2].[OH-].[Na+]. Product: [CH2:1]([C:3]1[C:8]([C:9]2[CH:10]=[N:11][C:12]([C:15]3[CH:20]=[CH:19][C:18]([O:21][CH:22]([CH3:24])[CH3:23])=[C:17]([C:25]([F:26])([F:27])[F:28])[CH:16]=3)=[N:13][CH:14]=2)=[CH:7][CH:6]=[CH:5][C:4]=1[CH2:29][NH:30][CH2:31][CH2:32][C:33]([OH:35])=[O:34])[CH3:2]. The catalyst class is: 252. (7) Reactant: CON(C)[C:4]([C:6]1[C:15](=[O:16])[C:14]2[C:9](=[CH:10][CH:11]=[CH:12][CH:13]=2)[N:8]([CH2:17][C:18]2[CH:23]=[CH:22][CH:21]=[C:20]([Br:24])[N:19]=2)[CH:7]=1)=[O:5].I[C:27]1[CH:32]=[C:31]([CH3:33])[C:30]([CH3:34])=[CH:29][N:28]=1.C([Mg]Cl)(C)C. Product: [Br:24][C:20]1[N:19]=[C:18]([CH2:17][N:8]2[C:9]3[C:14](=[CH:13][CH:12]=[CH:11][CH:10]=3)[C:15](=[O:16])[C:6]([C:4]([C:27]3[CH:32]=[C:31]([CH3:33])[C:30]([CH3:34])=[CH:29][N:28]=3)=[O:5])=[CH:7]2)[CH:23]=[CH:22][CH:21]=1. The catalyst class is: 1. (8) Reactant: [N:1]1[C:10]2[C:5](=[CH:6][CH:7]=[CH:8][C:9]=2[O:11][CH:12]([CH3:18])[C:13]([O:15]CC)=[O:14])[CH:4]=[CH:3][CH:2]=1.[OH-].[Na+]. Product: [N:1]1[C:10]2[C:5](=[CH:6][CH:7]=[CH:8][C:9]=2[O:11][CH:12]([CH3:18])[C:13]([OH:15])=[O:14])[CH:4]=[CH:3][CH:2]=1. The catalyst class is: 88.